Dataset: Forward reaction prediction with 1.9M reactions from USPTO patents (1976-2016). Task: Predict the product of the given reaction. (1) Given the reactants [CH3:1][O:2][C:3]1[CH:4]=[C:5]([C:14]2[CH2:18][C:17]([C:20]3[C:21]([C:27]([F:30])([F:29])[F:28])=[N+:22]([O-:26])[CH:23]=[CH:24][CH:25]=3)(O)[O:16][N:15]=2)[CH:6]=[C:7]([N+:11]([O-:13])=[O:12])[C:8]=1[O:9][CH3:10].FC(F)(F)C(O)=O, predict the reaction product. The product is: [CH3:1][O:2][C:3]1[CH:4]=[C:5]([C:14]2[CH:18]=[C:17]([C:20]3[C:21]([C:27]([F:29])([F:30])[F:28])=[N+:22]([O-:26])[CH:23]=[CH:24][CH:25]=3)[O:16][N:15]=2)[CH:6]=[C:7]([N+:11]([O-:13])=[O:12])[C:8]=1[O:9][CH3:10]. (2) The product is: [C:22]([O:25][CH2:26][C:27]1[C:28]([N:42]2[CH2:53][CH2:52][N:51]3[C:44](=[CH:45][C:46]4[CH2:47][C:48]([CH3:55])([CH3:54])[CH2:49][C:50]=43)[C:43]2=[O:56])=[N:29][CH:30]=[CH:31][C:32]=1[C:2]1[CH:3]=[C:4]([NH:10][C:11]2[N:16]=[CH:15][C:14]3=[N:17][N:18]([CH3:21])[C:19]([CH3:20])=[C:13]3[CH:12]=2)[C:5](=[O:9])[N:6]([CH3:8])[CH:7]=1)(=[O:24])[CH3:23]. Given the reactants Br[C:2]1[CH:3]=[C:4]([NH:10][C:11]2[N:16]=[CH:15][C:14]3=[N:17][N:18]([CH3:21])[C:19]([CH3:20])=[C:13]3[CH:12]=2)[C:5](=[O:9])[N:6]([CH3:8])[CH:7]=1.[C:22]([O:25][CH2:26][C:27]1[C:28]([N:42]2[CH2:53][CH2:52][N:51]3[C:44](=[CH:45][C:46]4[CH2:47][C:48]([CH3:55])([CH3:54])[CH2:49][C:50]=43)[C:43]2=[O:56])=[N:29][CH:30]=[CH:31][C:32]=1B1OC(C)(C)C(C)(C)O1)(=[O:24])[CH3:23].[O-]P([O-])([O-])=O.[K+].[K+].[K+].C([O-])(=O)C.[Na+], predict the reaction product. (3) Given the reactants [CH3:1][Si:2](C1C=CC=CC=1)([CH2:4][Si:5]([C:13]1C=CC=CC=1)(C1C=CC=CC=1)[CH3:6])C.C1C=CC=CC=1.[Cl-:31].[Al+3].[Cl-:33].[Cl-:34].Cl, predict the reaction product. The product is: [Cl:31][Si:2]([Cl:34])([CH2:4][Si:5]([Cl:33])([CH3:13])[CH3:6])[CH3:1]. (4) Given the reactants [CH3:1][C@H:2]1[C@H:11]([CH3:12])[C@@H:10]([NH:13][C:14](=[O:23])[O:15][CH2:16][C:17]2[CH:22]=[CH:21][CH:20]=[CH:19][CH:18]=2)[C:9]2[CH:8]=[CH:7][NH:6][C:5](=[O:24])[C:4]=2[NH:3]1.N1C=CC=CC=1.[C:31](Cl)(=[O:33])[CH3:32].C(=O)([O-])[O-].[K+].[K+], predict the reaction product. The product is: [C:31]([N:3]1[C:4]2[C:5](=[O:24])[NH:6][CH:7]=[CH:8][C:9]=2[C@H:10]([NH:13][C:14](=[O:23])[O:15][CH2:16][C:17]2[CH:22]=[CH:21][CH:20]=[CH:19][CH:18]=2)[C@@H:11]([CH3:12])[C@@H:2]1[CH3:1])(=[O:33])[CH3:32]. (5) Given the reactants [CH2:1]([N:8]1[CH2:13][CH2:12][C:11](=O)[CH:10]([CH3:15])[CH2:9]1)[C:2]1[CH:7]=[CH:6][CH:5]=[CH:4][CH:3]=1.[H-].[Na+].C(I)C.O.[O:22]1[CH2:26][CH2:25][CH2:24][CH2:23]1, predict the reaction product. The product is: [CH2:1]([N:8]1[CH2:13][CH:25]([CH2:24][CH3:23])[C:26](=[O:22])[C:10]([CH2:11][CH3:12])([CH3:15])[CH2:9]1)[C:2]1[CH:7]=[CH:6][CH:5]=[CH:4][CH:3]=1. (6) The product is: [Cl:48][C:45]1[CH:46]=[CH:47][C:42]([C:39]2[CH:40]=[CH:41][C:36]([C:35]#[C:34][C:31]3[CH:30]=[CH:29][C:28]([O:27][CH2:26][CH2:25][N:14]4[CH2:15][CH2:16][CH2:17][CH:13]4[C:12]([O:11][CH3:10])=[O:18])=[CH:33][CH:32]=3)=[N:37][CH:38]=2)=[CH:43][CH:44]=1. Given the reactants C(N(C(C)C)C(C)C)C.[CH3:10][O:11][C:12](=[O:18])[C@@H:13]1[CH2:17][CH2:16][CH2:15][NH:14]1.Cl.CS(O[CH2:25][CH2:26][O:27][C:28]1[CH:33]=[CH:32][C:31]([C:34]#[C:35][C:36]2[CH:41]=[CH:40][C:39]([C:42]3[CH:47]=[CH:46][C:45]([Cl:48])=[CH:44][CH:43]=3)=[CH:38][N:37]=2)=[CH:30][CH:29]=1)(=O)=O, predict the reaction product. (7) Given the reactants [F:1][C:2]1[CH:3]=[C:4]2[C:9](=[CH:10][CH:11]=1)[C:8](=[O:12])O[C:6]([C:13]([OH:15])=[O:14])=[C:5]2[C:16]1[CH:21]=[CH:20][CH:19]=[CH:18][CH:17]=1.[NH2:22][CH2:23][C:24]1[CH:32]=[CH:31][C:27]2[O:28][CH2:29][CH2:30][C:26]=2[CH:25]=1.C(N(CC)CC)C, predict the reaction product. The product is: [O:28]1[C:27]2[CH:31]=[CH:32][C:24]([CH2:23][N:22]3[C:6]([C:13]([OH:15])=[O:14])=[C:5]([C:16]4[CH:21]=[CH:20][CH:19]=[CH:18][CH:17]=4)[C:4]4[C:9](=[CH:10][CH:11]=[C:2]([F:1])[CH:3]=4)[C:8]3=[O:12])=[CH:25][C:26]=2[CH2:30][CH2:29]1.